From a dataset of Catalyst prediction with 721,799 reactions and 888 catalyst types from USPTO. Predict which catalyst facilitates the given reaction. (1) Reactant: [CH2:1]([NH:6][CH2:7][CH2:8][CH:9]([CH3:11])[CH3:10])[CH2:2][CH:3]([CH3:5])[CH3:4].C(N(CC)CC)C.Cl.[C:20](Cl)(=[O:27])[C:21]1[CH:26]=[CH:25][N:24]=[CH:23][CH:22]=1. Product: [CH2:7]([N:6]([CH2:1][CH2:2][CH:3]([CH3:4])[CH3:5])[C:20](=[O:27])[C:21]1[CH:26]=[CH:25][N:24]=[CH:23][CH:22]=1)[CH2:8][CH:9]([CH3:11])[CH3:10]. The catalyst class is: 503. (2) Product: [N+:39]([C:34]1[CH:35]=[CH:36][CH:37]=[CH:38][C:33]=1[CH2:32][O:31][CH2:30][C:28]1[C:26]([NH2:27])=[N:25][C:23](=[O:24])[N:22]([CH:29]=1)[C@@H:10]1[O:11][C@H:12]([CH2:13][OH:14])[C@@H:8]([OH:42])[CH2:9]1)([O-:41])=[O:40]. Reactant: [Si]([C@@:8]1([OH:42])[C@@H:12]([CH2:13][O:14][Si](C(C)(C)C)(C)C)[O:11][C@@H:10]([N:22]2[CH:29]=[C:28]([CH2:30][O:31][CH2:32][C:33]3[CH:38]=[CH:37][CH:36]=[CH:35][C:34]=3[N+:39]([O-:41])=[O:40])[C:26]([NH2:27])=[N:25][C:23]2=[O:24])[CH2:9]1)(C(C)(C)C)(C)C.[N+](CCCC)(CCCC)(CCCC)CCCC.[F-]. The catalyst class is: 1. (3) Reactant: [CH:1]([O:4][C:5]1[CH:10]=[CH:9][C:8]([C:11]2[N:15]=[C:14]([C:16]3[CH:21]=[CH:20][C:19]([CH2:22][CH2:23][C:24]([O:26]C)=[O:25])=[CH:18][C:17]=3[CH3:28])[O:13][N:12]=2)=[CH:7][C:6]=1[C:29]([F:32])([F:31])[F:30])([CH3:3])[CH3:2].[OH-].[Na+]. Product: [CH:1]([O:4][C:5]1[CH:10]=[CH:9][C:8]([C:11]2[N:15]=[C:14]([C:16]3[CH:21]=[CH:20][C:19]([CH2:22][CH2:23][C:24]([OH:26])=[O:25])=[CH:18][C:17]=3[CH3:28])[O:13][N:12]=2)=[CH:7][C:6]=1[C:29]([F:30])([F:31])[F:32])([CH3:3])[CH3:2]. The catalyst class is: 14. (4) Reactant: [CH3:1][C:2]([CH:4]1[C:9]([CH3:11])([CH3:10])[CH2:8][CH:7]=[CH:6][CH:5]1[CH3:12])=[O:3].CC(C)([O-])C.[Na+].C1CCCCCCCCCCC1.[CH3:31][C:32]([C@@H:34]1[C:39]([CH3:41])([CH3:40])[CH2:38][CH:37]=[CH:36][C@H:35]1[CH3:42])=[O:33]. Product: [CH3:1][C:2]([CH:4]1[C:9]([CH3:11])([CH3:10])[CH2:8][CH2:7][CH:6]=[C:5]1[CH3:12])=[O:3].[CH3:31][C:32]([C:34]1[C:39]([CH3:41])([CH3:40])[CH2:38][CH2:37][CH2:36][C:35]=1[CH3:42])=[O:33]. The catalyst class is: 16. (5) Reactant: [O:1]=[C:2]([C:6]1[S:7][CH:8]=[CH:9][CH:10]=1)[C:3](Cl)=[O:4].[CH3:11][N:12]1[CH2:17][CH2:16][CH:15]([OH:18])[CH2:14][CH2:13]1. Product: [CH3:11][N:12]1[CH2:17][CH2:16][CH:15]([O:18][C:3](=[O:4])[C:2](=[O:1])[C:6]2[S:7][CH:8]=[CH:9][CH:10]=2)[CH2:14][CH2:13]1. The catalyst class is: 22. (6) Reactant: [CH2:1]1[C:9]2[C:4](=[CH:5][CH:6]=[CH:7][CH:8]=2)[CH2:3][CH:2]1[NH2:10].[F:11][C:12]1[CH:13]=[C:14]([B:21]([OH:23])[OH:22])[CH:15]=[C:16]([F:20])[C:17]=1[CH:18]=O.C(O)(=O)C.[BH-](OC(C)=O)(OC(C)=O)OC(C)=O.[Na+]. Product: [CH2:1]1[C:9]2[C:4](=[CH:5][CH:6]=[CH:7][CH:8]=2)[CH2:3][CH:2]1[NH:10][CH2:18][C:17]1[C:16]([F:20])=[CH:15][C:14]([B:21]([OH:23])[OH:22])=[CH:13][C:12]=1[F:11]. The catalyst class is: 49.